Dataset: Peptide-MHC class II binding affinity with 134,281 pairs from IEDB. Task: Regression. Given a peptide amino acid sequence and an MHC pseudo amino acid sequence, predict their binding affinity value. This is MHC class II binding data. (1) The peptide sequence is VEDEARRMWASAQNI. The MHC is DRB1_1501 with pseudo-sequence DRB1_1501. The binding affinity (normalized) is 0.249. (2) The peptide sequence is RTLNKIVYIKPAKNI. The MHC is HLA-DQA10501-DQB10301 with pseudo-sequence HLA-DQA10501-DQB10301. The binding affinity (normalized) is 0.356. (3) The peptide sequence is EYIEAAKWLLPPPKV. The MHC is DRB1_0802 with pseudo-sequence DRB1_0802. The binding affinity (normalized) is 0.664. (4) The peptide sequence is WLLIEVLKGMKTTSE. The MHC is H-2-IAb with pseudo-sequence H-2-IAb. The binding affinity (normalized) is 0.152. (5) The peptide sequence is PANDKFTVFEAAFNNAIKAS. The MHC is DRB1_0802 with pseudo-sequence DRB1_0802. The binding affinity (normalized) is 0.669. (6) The peptide sequence is NLMGKTLILLETFVR. The MHC is DRB1_0101 with pseudo-sequence DRB1_0101. The binding affinity (normalized) is 0.982. (7) The MHC is DRB5_0101 with pseudo-sequence DRB5_0101. The peptide sequence is LRGLLSTFIAALMGA. The binding affinity (normalized) is 0.561. (8) The peptide sequence is DRPFQLFEFYAREPDV. The MHC is HLA-DQA10301-DQB10302 with pseudo-sequence HLA-DQA10301-DQB10302. The binding affinity (normalized) is 0.619. (9) The peptide sequence is HRDNIEDDLLNRNNT. The MHC is HLA-DPA10301-DPB10402 with pseudo-sequence HLA-DPA10301-DPB10402. The binding affinity (normalized) is 0.305. (10) The binding affinity (normalized) is 0.620. The MHC is DRB1_1101 with pseudo-sequence DRB1_1101. The peptide sequence is RIEEVTRMAMTDTTP.